This data is from Reaction yield outcomes from USPTO patents with 853,638 reactions. The task is: Predict the reaction yield, written as a fraction of the theoretical maximum amount of product (1.0 means a 100% yield; for example, 0.34 means a 34% yield). (1) The reactants are [N:1]1[CH:6]=[CH:5][CH:4]=[C:3]([NH:7][C:8](=[O:15])OCC(Cl)(Cl)Cl)[CH:2]=1.Cl.Cl.[F:18][C:19]1[CH:24]=[CH:23][C:22]([F:25])=[CH:21][C:20]=1[C:26]1[CH:31]=[CH:30][N:29]=[C:28]([N:32]2[CH2:37][CH2:36][NH:35][CH2:34][CH2:33]2)[N:27]=1. The catalyst is O1CCCC1.CCCCCC. The product is [F:18][C:19]1[CH:24]=[CH:23][C:22]([F:25])=[CH:21][C:20]=1[C:26]1[CH:31]=[CH:30][N:29]=[C:28]([N:32]2[CH2:37][CH2:36][N:35]([C:8]([NH:7][C:3]3[CH:2]=[N:1][CH:6]=[CH:5][CH:4]=3)=[O:15])[CH2:34][CH2:33]2)[N:27]=1. The yield is 0.420. (2) The reactants are C1(C[N:8]2[CH2:13][CH2:12][CH:11]([N:14]3[C:18]4[CH:19]=[N:20][C:21]5[CH:22]=[CH:23][CH:24]=[CH:25][C:26]=5[C:17]=4[NH:16][C:15]3=[O:27])[CH2:10][CH2:9]2)C=CC=CC=1. The catalyst is [Pd]. The product is [NH:8]1[CH2:9][CH2:10][CH:11]([N:14]2[C:18]3[CH:19]=[N:20][C:21]4[CH:22]=[CH:23][CH:24]=[CH:25][C:26]=4[C:17]=3[NH:16][C:15]2=[O:27])[CH2:12][CH2:13]1. The yield is 0.985. (3) The reactants are [C:1]1([C:8]2[CH:13]=[CH:12][CH:11]=[CH:10][CH:9]=2)[CH:6]=[CH:5][C:4]([OH:7])=[CH:3][CH:2]=1.[Br:14][CH2:15][CH2:16][CH2:17]Br.C([O-])([O-])=O.[Cs+].[Cs+]. The catalyst is C(#N)C. The product is [Br:14][CH2:15][CH2:16][CH2:17][O:7][C:4]1[CH:3]=[CH:2][C:1]([C:8]2[CH:13]=[CH:12][CH:11]=[CH:10][CH:9]=2)=[CH:6][CH:5]=1. The yield is 0.640. (4) The reactants are [CH3:1][O:2][C:3]1[CH:8]=[CH:7][C:6]([C@@H:9]2[CH2:11][O:10]2)=[CH:5][N:4]=1.[N-:12]=[N+:13]=[N-:14].[Na+].Cl([O-])(=O)(=O)=O.[Li+]. The catalyst is C(#N)C. The product is [N:12]([C@@H:9]([C:6]1[CH:5]=[N:4][C:3]([O:2][CH3:1])=[CH:8][CH:7]=1)[CH2:11][OH:10])=[N+:13]=[N-:14]. The yield is 0.690. (5) The reactants are [OH:1][C:2]1[CH:7]=[CH:6][C:5]([N:8]2[C:13](=[O:14])[C:12]([CH2:15][C:16]3[CH:21]=[CH:20][C:19]([C:22]4[C:23]([C:28]#[N:29])=[CH:24][CH:25]=[CH:26][CH:27]=4)=[CH:18][CH:17]=3)=[C:11]([CH2:30][CH2:31][CH3:32])[N:10]=[C:9]2[CH3:33])=[CH:4][CH:3]=1.[Si:34]([O:41][CH:42]1[CH2:47][CH2:46][CH:45](O)[CH2:44][CH2:43]1)([C:37]([CH3:40])([CH3:39])[CH3:38])([CH3:36])[CH3:35].C1(P(C2C=CC=CC=2)C2C=CC=CC=2)C=CC=CC=1.[N:69]([C:70]([O:72]C(C)C)=[O:71])=[N:69][C:70]([O:72]C(C)C)=[O:71]. The catalyst is O1CCCC1.O.C(OCC)(=O)C. The product is [Si:34]([O:41][CH:42]1[CH2:47][CH2:46][CH:45]([O:1][C:2]2[CH:3]=[CH:4][C:5]([N:8]3[C:13](=[O:14])[C:12]([CH2:15][C:16]4[CH:21]=[CH:20][C:19]([C:22]5[CH:27]=[CH:26][CH:25]=[CH:24][C:23]=5[C:28]5[NH:69][C:70](=[O:71])[O:72][N:29]=5)=[CH:18][CH:17]=4)=[C:11]([CH2:30][CH2:31][CH3:32])[N:10]=[C:9]3[CH3:33])=[CH:6][CH:7]=2)[CH2:44][CH2:43]1)([C:37]([CH3:40])([CH3:39])[CH3:38])([CH3:36])[CH3:35]. The yield is 0.880. (6) The reactants are [N+:1]([C:4]1[C:13]2[C:8](=[CH:9][CH:10]=[CH:11][CH:12]=2)[C:7]([OH:14])=[CH:6][CH:5]=1)([O-:3])=[O:2].[NH2:15][C:16]1[N:21]=[C:20]([CH2:22]O)[CH:19]=[CH:18][N:17]=1.C1C=CC(P(C2C=CC=CC=2)C2C=CC=CC=2)=CC=1.CC(OC(/N=N/C(OC(C)C)=O)=O)C. The product is [N+:1]([C:4]1[C:13]2[C:8](=[CH:9][CH:10]=[CH:11][CH:12]=2)[C:7]([O:14][CH2:22][C:20]2[CH:19]=[CH:18][N:17]=[C:16]([NH2:15])[N:21]=2)=[CH:6][CH:5]=1)([O-:3])=[O:2]. The catalyst is C1COCC1. The yield is 0.930.